Dataset: Catalyst prediction with 721,799 reactions and 888 catalyst types from USPTO. Task: Predict which catalyst facilitates the given reaction. (1) Product: [C:27]([C:29]1[CH:30]=[C:31]([NH:35][C:36]([NH:1][CH:2]([CH2:3][C:4]2[CH:5]=[CH:6][CH:7]=[CH:8][CH:9]=2)[CH:10]([OH:26])[CH2:11][N:12]2[CH2:13][CH2:14][CH:15]([CH2:18][C:19]3[CH:24]=[CH:23][C:22]([F:25])=[CH:21][CH:20]=3)[CH2:16][CH2:17]2)=[O:37])[CH:32]=[CH:33][CH:34]=1)#[N:28]. Reactant: [NH2:1][CH:2]([CH:10]([OH:26])[CH2:11][N:12]1[CH2:17][CH2:16][CH:15]([CH2:18][C:19]2[CH:24]=[CH:23][C:22]([F:25])=[CH:21][CH:20]=2)[CH2:14][CH2:13]1)[CH2:3][C:4]1[CH:9]=[CH:8][CH:7]=[CH:6][CH:5]=1.[C:27]([C:29]1[CH:30]=[C:31]([N:35]=[C:36]=[O:37])[CH:32]=[CH:33][CH:34]=1)#[N:28]. The catalyst class is: 1. (2) Reactant: [CH3:1][C:2]1[CH:11]=[C:10]2[C:5]([CH:6]=[CH:7][CH:8]=[N:9]2)=[CH:4][CH:3]=1.[BH4-].[Na+].Cl.[OH-].[NH4+]. Product: [CH3:1][C:2]1[CH:11]=[C:10]2[C:5]([CH2:6][CH2:7][CH2:8][NH:9]2)=[CH:4][CH:3]=1. The catalyst class is: 652. (3) Reactant: [NH2:1][C@H:2](CO)CCC1C=CC([NH-])=CC=1.[NH2:14][C@H:15]([CH2:35][OH:36])[CH2:16][CH2:17][C:18]1[CH:23]=[CH:22][C:21]([N:24]([CH3:34])[C:25](=[O:33])[C:26]2[CH:31]=[CH:30][C:29]([Cl:32])=[CH:28][CH:27]=2)=[CH:20][CH:19]=1.C([O-])(=O)C.[Na+].N#CBr.N. Product: [NH2:1][C:2]1[O:36][CH2:35][C@H:15]([CH2:16][CH2:17][C:18]2[CH:19]=[CH:20][C:21]([N:24]([CH3:34])[C:25](=[O:33])[C:26]3[CH:31]=[CH:30][C:29]([Cl:32])=[CH:28][CH:27]=3)=[CH:22][CH:23]=2)[N:14]=1. The catalyst class is: 5. (4) Reactant: [C:1]([C:3]1[CH:8]=[CH:7][C:6]([CH:9]2[C:14]([C:15]([NH2:17])=O)=[C:13]([CH3:18])[N:12]([C:19]3[CH:24]=[CH:23][CH:22]=[C:21]([C:25]([F:28])([F:27])[F:26])[CH:20]=3)[C:11](=[O:29])[NH:10]2)=[C:5]([S:30]([CH2:33][CH3:34])(=[O:32])=[O:31])[CH:4]=1)#[N:2].[OH-].COC(NS([N+](CC)(CC)CC)(=O)=O)=O.O. Product: [C:1]([C:3]1[CH:8]=[CH:7][C:6]([CH:9]2[C:14]([C:15]#[N:17])=[C:13]([CH3:18])[N:12]([C:19]3[CH:24]=[CH:23][CH:22]=[C:21]([C:25]([F:28])([F:27])[F:26])[CH:20]=3)[C:11](=[O:29])[NH:10]2)=[C:5]([S:30]([CH2:33][CH3:34])(=[O:32])=[O:31])[CH:4]=1)#[N:2]. The catalyst class is: 1. (5) Reactant: Cl[C:2]1[CH:3]=[CH:4][C:5]2[N:6]([C:8]([C:11]3[CH:16]=[CH:15][CH:14]=[C:13]([Cl:17])[CH:12]=3)=[CH:9][N:10]=2)[N:7]=1.[NH2:18][CH2:19][CH:20]1[CH2:25][CH2:24][CH:23]([C:26]#[N:27])[CH2:22][CH2:21]1.[F-].[K+]. Product: [Cl:17][C:13]1[CH:12]=[C:11]([C:8]2[N:6]3[N:7]=[C:2]([NH:27][CH2:26][C@H:23]4[CH2:24][CH2:25][C@H:20]([C:19]#[N:18])[CH2:21][CH2:22]4)[CH:3]=[CH:4][C:5]3=[N:10][CH:9]=2)[CH:16]=[CH:15][CH:14]=1. The catalyst class is: 16. (6) Reactant: [C:1]1([N:7]2[C:15]3[CH2:14][CH2:13][NH:12][CH2:11][C:10]=3[N:9]=[CH:8]2)[CH:6]=[CH:5][CH:4]=[CH:3][CH:2]=1.[F:16][C:17]1([F:29])[O:21][C:20]2[CH:22]=[CH:23][CH:24]=[C:25]([C:26](Cl)=[O:27])[C:19]=2[O:18]1. Product: [F:29][C:17]1([F:16])[O:21][C:20]2[CH:22]=[CH:23][CH:24]=[C:25]([C:26]([N:12]3[CH2:13][CH2:14][C:15]4[N:7]([C:1]5[CH:2]=[CH:3][CH:4]=[CH:5][CH:6]=5)[CH:8]=[N:9][C:10]=4[CH2:11]3)=[O:27])[C:19]=2[O:18]1. The catalyst class is: 22.